Predict the reaction yield, written as a fraction of the theoretical maximum amount of product (1.0 means a 100% yield; for example, 0.34 means a 34% yield). From a dataset of Reaction yield outcomes from USPTO patents with 853,638 reactions. (1) The catalyst is CC(=O)CC. The yield is 0.800. The reactants are [Cl:1][C:2]1[CH:7]=[CH:6][C:5]([CH2:8][C:9]2[C:14]3[CH:15]=[N:16][CH:17]=[CH:18][C:13]=3[C:12](=[O:19])[N:11]([CH2:20][C@H:21]3[CH2:25][CH2:24][CH2:23][NH:22]3)[N:10]=2)=[CH:4][CH:3]=1.Br[CH2:27][CH2:28][N:29]1[C:37](=[O:38])[C:36]2[C:31](=[CH:32][CH:33]=[CH:34][CH:35]=2)[C:30]1=[O:39].C(=O)([O-])[O-].[K+].[K+]. The product is [Cl:1][C:2]1[CH:7]=[CH:6][C:5]([CH2:8][C:9]2[C:14]3[CH:15]=[N:16][CH:17]=[CH:18][C:13]=3[C:12](=[O:19])[N:11]([CH2:20][C@H:21]3[CH2:25][CH2:24][CH2:23][N:22]3[CH2:27][CH2:28][N:29]3[C:30](=[O:39])[C:31]4[C:36](=[CH:35][CH:34]=[CH:33][CH:32]=4)[C:37]3=[O:38])[N:10]=2)=[CH:4][CH:3]=1. (2) The reactants are [F:1][C:2]([F:12])([F:11])[C:3]1[CH:10]=[CH:9][CH:8]=[CH:7][C:4]=1[CH:5]=O.[CH3:13][C:14]([CH3:16])=[O:15].[OH-].[Na+].O. The catalyst is C(O)C. The product is [F:1][C:2]([F:12])([F:11])[C:3]1[CH:10]=[CH:9][CH:8]=[CH:7][C:4]=1[CH:5]=[CH:13][C:14](=[O:15])[CH:16]=[CH:5][C:4]1[CH:7]=[CH:8][CH:9]=[CH:10][C:3]=1[C:2]([F:1])([F:11])[F:12]. The yield is 0.870.